This data is from Forward reaction prediction with 1.9M reactions from USPTO patents (1976-2016). The task is: Predict the product of the given reaction. Given the reactants CON(C)[C:4]([C:6]1[N:7]=[CH:8][N:9]([C:11]2[CH:12]=[C:13]([C:17]3[C:22]([F:23])=[CH:21][CH:20]=[CH:19][C:18]=3[O:24][CH3:25])[CH:14]=[CH:15][CH:16]=2)[CH:10]=1)=[O:5].[O:27]1[CH:31]=[CH:30][CH:29]=[CH:28]1, predict the reaction product. The product is: [F:23][C:22]1[C:17]([C:13]2[CH:14]=[CH:15][CH:16]=[C:11]([N:9]3[CH:10]=[C:6]([C:4]([C:28]4[O:27][CH:31]=[CH:30][CH:29]=4)=[O:5])[N:7]=[CH:8]3)[CH:12]=2)=[C:18]([O:24][CH3:25])[CH:19]=[CH:20][CH:21]=1.